Dataset: Reaction yield outcomes from USPTO patents with 853,638 reactions. Task: Predict the reaction yield, written as a fraction of the theoretical maximum amount of product (1.0 means a 100% yield; for example, 0.34 means a 34% yield). (1) The reactants are [C:1]([O:5][C:6](=[O:14])[C:7]([CH3:13])([CH3:12])[CH2:8][C:9]([OH:11])=[O:10])([CH3:4])([CH3:3])[CH3:2].C(Cl)CCl.[Cl:19][C:20]1[CH:66]=[CH:65][C:23]([CH2:24][N:25]([CH2:60][CH2:61][N:62]([CH3:64])[CH3:63])[CH2:26][C:27]([C@:29]23[CH2:55][C:54](=[O:56])[C:53]([CH:57]([CH3:59])[CH3:58])=[C:30]2[C@@H:31]2[C@@:44]([CH3:47])([CH2:45][CH2:46]3)[C@@:43]3([CH3:48])[C@@H:34]([C@:35]4([CH3:52])[C@@H:40]([CH2:41][CH2:42]3)[C:39]([CH3:50])([CH3:49])[C@@H:38](O)[CH2:37][CH2:36]4)[CH2:33][CH2:32]2)=[O:28])=[CH:22][CH:21]=1. The catalyst is CN(C)C1C=CN=CC=1.C(Cl)Cl. The product is [CH3:12][C:7]([CH3:13])([CH2:8][C:9]([O:11][C@H:38]1[CH2:37][CH2:36][C@@:35]2([CH3:52])[C@@H:40]([CH2:41][CH2:42][C@:43]3([CH3:48])[C@@H:34]2[CH2:33][CH2:32][C@H:31]2[C@@:44]3([CH3:47])[CH2:45][CH2:46][C@@:29]3([C:27](=[O:28])[CH2:26][N:25]([CH2:24][C:23]4[CH:22]=[CH:21][C:20]([Cl:19])=[CH:66][CH:65]=4)[CH2:60][CH2:61][N:62]([CH3:64])[CH3:63])[CH2:55][C:54](=[O:56])[C:53]([CH:57]([CH3:59])[CH3:58])=[C:30]32)[C:39]1([CH3:49])[CH3:50])=[O:10])[C:6]([O:5][C:1]([CH3:4])([CH3:2])[CH3:3])=[O:14]. The yield is 0.261. (2) The catalyst is C(Cl)Cl.O. The reactants are [CH2:1]([C:3]([F:30])([CH2:28][CH3:29])[CH2:4][N:5]1[CH2:10][CH2:9][CH:8]([CH2:11][O:12][C:13]2[N:14]=[CH:15][C:16]([C:19]3[CH:27]=[CH:26][C:22]([C:23]([OH:25])=O)=[CH:21][CH:20]=3)=[N:17][CH:18]=2)[CH2:7][CH2:6]1)[CH3:2].[NH:31]1[CH2:38][CH2:37][CH2:36][C@H:32]1[C:33]([NH2:35])=[O:34].C1C=CC2N(O)N=NC=2C=1.C(Cl)CCl.CCN(C(C)C)C(C)C. The yield is 0.340. The product is [CH2:28]([C:3]([F:30])([CH2:1][CH3:2])[CH2:4][N:5]1[CH2:10][CH2:9][CH:8]([CH2:11][O:12][C:13]2[N:14]=[CH:15][C:16]([C:19]3[CH:27]=[CH:26][C:22]([C:23]([N:31]4[CH2:38][CH2:37][CH2:36][C@H:32]4[C:33]([NH2:35])=[O:34])=[O:25])=[CH:21][CH:20]=3)=[N:17][CH:18]=2)[CH2:7][CH2:6]1)[CH3:29]. (3) The reactants are Br[C:2]1[N:7]=[N:6][C:5]([NH2:8])=[N:4][C:3]=1[C:9]1[CH:14]=[CH:13][CH:12]=[CH:11][CH:10]=1.[Cl:15][C:16]1[CH:17]=[C:18](B(O)O)[CH:19]=[N:20][CH:21]=1. No catalyst specified. The product is [Cl:15][C:16]1[CH:17]=[C:18]([C:2]2[N:7]=[N:6][C:5]([NH2:8])=[N:4][C:3]=2[C:9]2[CH:14]=[CH:13][CH:12]=[CH:11][CH:10]=2)[CH:19]=[N:20][CH:21]=1. The yield is 0.100.